Dataset: Forward reaction prediction with 1.9M reactions from USPTO patents (1976-2016). Task: Predict the product of the given reaction. (1) Given the reactants [Na:1].S(CCC[CH2:9][O:10][C:11]1[CH:16]=[CH:15][C:14]([O:17][CH2:18][CH2:19][CH2:20]CS(O)(=O)=O)=[CH:13][CH:12]=1)(O)(=O)=O.COC1C=CC(O)=CC=1.C1[S:40](=[O:42])(=[O:41])[O:39]CCC1.[Na].COC1C=CC=CC=1OCCCCS(O)(=O)=O, predict the reaction product. The product is: [Na:1].[CH3:9][O:10][C:11]1[CH:12]=[CH:13][C:14]([O:17][CH2:18][CH2:19][CH2:20][S:40]([OH:42])(=[O:41])=[O:39])=[CH:15][CH:16]=1. (2) Given the reactants [CH3:1][S:2][C:3]1[CH:8]=[CH:7][C:6]([Mg]Br)=[CH:5][CH:4]=1.[CH2:11]([O:18][C:19]1[CH:26]=[CH:25][CH:24]=[CH:23][C:20]=1[CH:21]=[O:22])[C:12]1[CH:17]=[CH:16][CH:15]=[CH:14][CH:13]=1.[Cl-].[NH4+], predict the reaction product. The product is: [CH2:11]([O:18][C:19]1[CH:26]=[CH:25][CH:24]=[CH:23][C:20]=1[CH:21]([C:6]1[CH:7]=[CH:8][C:3]([S:2][CH3:1])=[CH:4][CH:5]=1)[OH:22])[C:12]1[CH:13]=[CH:14][CH:15]=[CH:16][CH:17]=1. (3) Given the reactants [CH3:1][O:2][C:3](=[O:25])[CH2:4][CH2:5][CH2:6][O:7][C:8]1[CH:13]=[C:12]([C:14](=[O:22])[NH:15][CH:16]2[CH2:21][CH2:20][NH:19][CH2:18][CH2:17]2)[CH:11]=[C:10]([O:23][CH3:24])[CH:9]=1.[CH:26]([O:29][C:30]1[CH:31]=[C:32]([CH:35]=[C:36]([O:38][CH:39]([CH3:41])[CH3:40])[CH:37]=1)[CH:33]=O)([CH3:28])[CH3:27].C([BH3-])#N.[Na+].C(N(C(C)C)C(C)C)C, predict the reaction product. The product is: [CH3:1][O:2][C:3](=[O:25])[CH2:4][CH2:5][CH2:6][O:7][C:8]1[CH:9]=[C:10]([O:23][CH3:24])[CH:11]=[C:12]([C:14](=[O:22])[NH:15][CH:16]2[CH2:17][CH2:18][N:19]([CH2:33][C:32]3[CH:35]=[C:36]([O:38][CH:39]([CH3:41])[CH3:40])[CH:37]=[C:30]([O:29][CH:26]([CH3:28])[CH3:27])[CH:31]=3)[CH2:20][CH2:21]2)[CH:13]=1. (4) Given the reactants [NH2:1][C:2]1[CH:19]=[CH:18][CH:17]=[C:16]([N+:20]([O-:22])=[O:21])[C:3]=1[C:4]([N:6]1[CH2:10][CH2:9][CH2:8][C@:7]1([CH3:15])[C:11]([O:13]C)=[O:12])=[O:5], predict the reaction product. The product is: [NH2:1][C:2]1[CH:19]=[CH:18][CH:17]=[C:16]([N+:20]([O-:22])=[O:21])[C:3]=1[C:4]([N:6]1[CH2:10][CH2:9][CH2:8][C@:7]1([CH3:15])[C:11]([OH:13])=[O:12])=[O:5]. (5) Given the reactants [C:1]([C:4]1[CH:9]=[N:8][N:7]([CH2:10][C:11]2[CH:16]=[CH:15][CH:14]=[CH:13][CH:12]=2)[C:6](=[O:17])[CH:5]=1)(=[O:3])[CH3:2].[BH4-].[Na+], predict the reaction product. The product is: [CH2:10]([N:7]1[C:6](=[O:17])[CH:5]=[C:4]([CH:1]([OH:3])[CH3:2])[CH:9]=[N:8]1)[C:11]1[CH:16]=[CH:15][CH:14]=[CH:13][CH:12]=1. (6) The product is: [NH:14]1[CH2:15][CH:16]([N:18]2[CH2:19][CH2:20][N:21]([C:24](=[O:29])[C:25]([F:26])([F:27])[F:28])[CH2:22][CH2:23]2)[CH2:17]1. Given the reactants C([N:14]1[CH2:17][CH:16]([N:18]2[CH2:23][CH2:22][N:21]([C:24](=[O:29])[C:25]([F:28])([F:27])[F:26])[CH2:20][CH2:19]2)[CH2:15]1)(C1C=CC=CC=1)C1C=CC=CC=1.ClC(OC(Cl)C)=O.CO.C(OCC)C, predict the reaction product. (7) Given the reactants [Cl:1][C:2]1[N:3]=[C:4](Cl)[C:5]2[S:10][C:9]3[CH:11]=[CH:12][CH:13]=[CH:14][C:8]=3[C:6]=2[N:7]=1.[CH3:16][NH:17][CH3:18].C(O)C.O1CCOCC1, predict the reaction product. The product is: [Cl:1][C:2]1[N:3]=[C:4]([N:17]([CH3:18])[CH3:16])[C:5]2[S:10][C:9]3[CH:11]=[CH:12][CH:13]=[CH:14][C:8]=3[C:6]=2[N:7]=1. (8) Given the reactants C(N(CC)CC)C.[OH:8][C:9]1[C:10]2[C:26](=[O:27])[CH2:25][CH2:24][C:11]=2[N:12]([CH2:16][C:17]([O:19][C:20]([CH3:23])([CH3:22])[CH3:21])=[O:18])[C:13](=[O:15])[CH:14]=1.[F:28][C:29]([F:48])([F:47])[S:30](N([S:30]([C:29]([F:48])([F:47])[F:28])(=[O:32])=[O:31])C1C=CC=CC=1)(=[O:32])=[O:31], predict the reaction product. The product is: [O:15]=[C:13]1[N:12]([CH2:16][C:17]([O:19][C:20]([CH3:23])([CH3:22])[CH3:21])=[O:18])[C:11]2[CH2:24][CH2:25][C:26](=[O:27])[C:10]=2[C:9]([O:8][S:30]([C:29]([F:48])([F:47])[F:28])(=[O:32])=[O:31])=[CH:14]1. (9) Given the reactants [Cl:1][C:2]1[CH:7]=[CH:6][C:5]([CH2:8]Cl)=[CH:4][N:3]=1.[F:10][C:11]1[C:16]([F:17])=[CH:15][CH:14]=[CH:13][C:12]=1[C:18]1[N:26]=[C:21]2[CH:22]=[N:23][NH:24][CH:25]=[C:20]2[N:19]=1.C([O-])([O-])=O.[K+].[K+].O, predict the reaction product. The product is: [Cl:1][C:2]1[N:3]=[CH:4][C:5]([CH2:8][N:23]2[CH:22]=[C:21]3[N:26]=[C:18]([C:12]4[CH:13]=[CH:14][CH:15]=[C:16]([F:17])[C:11]=4[F:10])[N:19]=[C:20]3[CH:25]=[N:24]2)=[CH:6][CH:7]=1. (10) Given the reactants [Br:1][C:2]1[CH:7]=[CH:6][C:5]([OH:8])=[C:4]([O:9][CH2:10][CH:11]2[CH2:13][CH2:12]2)[C:3]=1[I:14].[OH-].[Na+].Cl[CH:18]([F:20])[F:19].Cl, predict the reaction product. The product is: [Br:1][C:2]1[CH:7]=[CH:6][C:5]([O:8][CH:18]([F:20])[F:19])=[C:4]([O:9][CH2:10][CH:11]2[CH2:13][CH2:12]2)[C:3]=1[I:14].